Dataset: Reaction yield outcomes from USPTO patents with 853,638 reactions. Task: Predict the reaction yield, written as a fraction of the theoretical maximum amount of product (1.0 means a 100% yield; for example, 0.34 means a 34% yield). (1) The yield is 0.680. The catalyst is CO. The product is [N:18]1[CH:19]=[CH:20][CH:21]=[C:16]([CH:4]2[NH:5][C:6]3[C:11]4[C:2](=[N:57][NH:58][C:12](=[O:14])[C:10]=4[CH:9]=[CH:8][CH:7]=3)[CH:3]2[C:22]2[CH:23]=[N:24][CH:25]=[CH:26][CH:27]=2)[CH:17]=1. The reactants are O=[C:2]1[C:11]2[C:10]([C:12]([O:14]C)=O)=[CH:9][CH:8]=[CH:7][C:6]=2[NH:5][CH:4]([C:16]2[CH:17]=[N:18][CH:19]=[CH:20][CH:21]=2)[CH:3]1[C:22]1[CH:23]=[N:24][CH:25]=[CH:26][CH:27]=1.O=C1C2C(C(OCC)=O)=CC=CC=2NC(C2C=NC=CC=2)C1C1C=NC=CC=1.O.[NH2:57][NH2:58]. (2) The reactants are [NH2:1][C:2]1[CH:3]=[C:4]([CH:8]=[CH:9][C:10]=1[F:11])[C:5]([OH:7])=O.[CH2:12]1[C@H:21]2[C@H:16]([CH2:17][CH2:18][C:19]3[CH:25]=[CH:24][CH:23]=[CH:22][C:20]=32)[NH:15][CH2:14][CH2:13]1.F[P-](F)(F)(F)(F)F.N1(OC(N(C)C)=[N+](C)C)C2N=CC=CC=2N=N1. No catalyst specified. The product is [NH2:1][C:2]1[CH:3]=[C:4]([C:5]([N:15]2[C@@H:16]3[C@@H:21]([C:20]4[CH:22]=[CH:23][CH:24]=[CH:25][C:19]=4[CH2:18][CH2:17]3)[CH2:12][CH2:13][CH2:14]2)=[O:7])[CH:8]=[CH:9][C:10]=1[F:11]. The yield is 0.470. (3) The reactants are [CH:1]([C@H:4]1[CH2:8][O:7][C:6](=[O:9])[N:5]1[C:10]1[CH:15]=[CH:14][N:13]2[N:16]=[CH:17][C:18]([C:19]3[CH:24]=[CH:23][C:22]([C:25]4[N:29]=[CH:28][N:27](COCC[Si](C)(C)C)[N:26]=4)=[CH:21][C:20]=3[CH3:38])=[C:12]2[N:11]=1)([CH3:3])[CH3:2].C([C@H]1COC(=O)N1C1C=CN2N=CC(C3C=CC(C4N(COCC[Si](C)(C)C)N=CN=4)=CC=3C)=C2N=1)(C)C. No catalyst specified. The product is [CH:1]([C@H:4]1[CH2:8][O:7][C:6](=[O:9])[N:5]1[C:10]1[CH:15]=[CH:14][N:13]2[N:16]=[CH:17][C:18]([C:19]3[CH:24]=[CH:23][C:22]([C:25]4[N:29]=[CH:28][NH:27][N:26]=4)=[CH:21][C:20]=3[CH3:38])=[C:12]2[N:11]=1)([CH3:3])[CH3:2]. The yield is 0.800.